This data is from Catalyst prediction with 721,799 reactions and 888 catalyst types from USPTO. The task is: Predict which catalyst facilitates the given reaction. (1) Reactant: [NH2:1][C:2]1[CH:7]=[CH:6][C:5]([C:8]2[C:9]3[CH2:23][N:22]([C:24]([O:26][C:27]([CH3:30])([CH3:29])[CH3:28])=[O:25])[CH2:21][C:10]=3[N:11]=[C:12]([N:14]3[CH2:19][CH2:18][O:17][CH2:16][C@@H:15]3[CH3:20])[N:13]=2)=[CH:4][CH:3]=1.[N-:31]=[C:32]=[O:33].[CH2:34]1[CH2:36][CH2:35]1. Product: [CH:34]1([NH:31][C:32](=[O:33])[NH:1][C:2]2[CH:7]=[CH:6][C:5]([C:8]3[C:9]4[CH2:23][N:22]([C:24]([O:26][C:27]([CH3:29])([CH3:28])[CH3:30])=[O:25])[CH2:21][C:10]=4[N:11]=[C:12]([N:14]4[CH2:19][CH2:18][O:17][CH2:16][C@@H:15]4[CH3:20])[N:13]=3)=[CH:4][CH:3]=2)[CH2:36][CH2:35]1. The catalyst class is: 2. (2) Reactant: [F:1][C:2]1[C:7]([O:8][CH3:9])=[CH:6][C:5]([O:10][CH3:11])=[C:4]([F:12])[C:3]=1[N:13]1[C:22](=[O:23])[C:21]2([CH2:25][CH2:24]2)[C:20]2[C:15](=[CH:16][N:17]=[C:18]([C:26]3[C:27]([CH3:31])=[N:28][NH:29][CH:30]=3)[CH:19]=2)[CH2:14]1.C(=O)([O-])[O-].[Cs+].[Cs+].Br[CH:39]1[CH2:43][CH2:42][S:41](=[O:45])(=[O:44])[CH2:40]1. Product: [F:1][C:2]1[C:7]([O:8][CH3:9])=[CH:6][C:5]([O:10][CH3:11])=[C:4]([F:12])[C:3]=1[N:13]1[C:22](=[O:23])[C:21]2([CH2:25][CH2:24]2)[C:20]2[C:15](=[CH:16][N:17]=[C:18]([C:26]3[C:27]([CH3:31])=[N:28][N:29]([CH:39]4[CH2:43][CH2:42][S:41](=[O:45])(=[O:44])[CH2:40]4)[CH:30]=3)[CH:19]=2)[CH2:14]1. The catalyst class is: 47. (3) Reactant: [CH2:1]([C:8]([NH:32][C:33]([O:35][C:36]([CH3:39])([CH3:38])[CH3:37])=[O:34])([CH2:30][OH:31])[CH2:9][O:10][CH2:11][C:12]1[CH:13]=[C:14]([C:26]([O:28]C)=[O:27])[CH:15]=[C:16]([C:18]2[CH:23]=[CH:22][CH:21]=[CH:20][C:19]=2[C:24]#[N:25])[CH:17]=1)[C:2]1[CH:7]=[CH:6][CH:5]=[CH:4][CH:3]=1.[Li+].[OH-]. Product: [CH2:1]([C:8]([NH:32][C:33]([O:35][C:36]([CH3:39])([CH3:38])[CH3:37])=[O:34])([CH2:30][OH:31])[CH2:9][O:10][CH2:11][C:12]1[CH:13]=[C:14]([C:26]([OH:28])=[O:27])[CH:15]=[C:16]([C:18]2[CH:23]=[CH:22][CH:21]=[CH:20][C:19]=2[C:24]#[N:25])[CH:17]=1)[C:2]1[CH:7]=[CH:6][CH:5]=[CH:4][CH:3]=1. The catalyst class is: 20. (4) Reactant: COC1C=C(OC)C=CC=1C[N:12]([C:24]1[CH:29]=[C:28]([O:30]C)[C:27]([C:32](=[O:47])[NH:33][CH2:34][C:35]2[CH:40]=[CH:39][CH:38]=[C:37]([C:41]3[CH:46]=[CH:45][CH:44]=[CH:43][CH:42]=3)[CH:36]=2)=[CH:26][N:25]=1)[C:13](=[O:23])[CH2:14][CH2:15][C:16]([O:18]C(C)(C)C)=[O:17].CCOCC. Product: [OH:30][C:28]1[C:27]([C:32](=[O:47])[NH:33][CH2:34][C:35]2[CH:40]=[CH:39][CH:38]=[C:37]([C:41]3[CH:46]=[CH:45][CH:44]=[CH:43][CH:42]=3)[CH:36]=2)=[CH:26][N:25]=[C:24]([NH:12][C:13](=[O:23])[CH2:14][CH2:15][C:16]([OH:18])=[O:17])[CH:29]=1. The catalyst class is: 55.